From a dataset of Full USPTO retrosynthesis dataset with 1.9M reactions from patents (1976-2016). Predict the reactants needed to synthesize the given product. (1) Given the product [C:1]([O:5][C:6]([C:8]1[C:9]([O:26][CH:36]([CH3:37])[C:35]([F:40])([F:39])[F:34])=[N:10][C:11]2[C:16]([C:17]=1[C:18]1[CH:23]=[CH:22][CH:21]=[C:20]([Cl:24])[CH:19]=1)=[CH:15][C:14]([Cl:25])=[CH:13][CH:12]=2)=[O:7])([CH3:3])([CH3:4])[CH3:2], predict the reactants needed to synthesize it. The reactants are: [C:1]([O:5][C:6]([C:8]1[C:9]([O:26]S(C(F)(F)F)(=O)=O)=[N:10][C:11]2[C:16]([C:17]=1[C:18]1[CH:23]=[CH:22][CH:21]=[C:20]([Cl:24])[CH:19]=1)=[CH:15][C:14]([Cl:25])=[CH:13][CH:12]=2)=[O:7])([CH3:4])([CH3:3])[CH3:2].[F:34][C:35]([F:40])([F:39])[CH:36](O)[CH3:37]. (2) Given the product [CH3:25][O:28][C:29]1[CH:30]=[C:12]([C:2]2[CH:3]=[N:4][CH:5]=[C:6]([NH:8][C@H:9]([C:13]3[CH:14]=[N:15][CH:16]=[CH:17][CH:18]=3)[CH2:10][CH2:11][CH3:12])[N:7]=2)[CH:11]=[CH:10][C:9]=1[NH:8][C:19]([NH:4][CH2:3][CH3:2])=[O:22], predict the reactants needed to synthesize it. The reactants are: Cl[C:2]1[N:7]=[C:6]([NH:8][C@H:9]([C:13]2[CH:14]=[N:15][CH:16]=[CH:17][CH:18]=2)[CH2:10][CH2:11][CH3:12])[CH:5]=[N:4][CH:3]=1.[C:19](=[O:22])([O-])[O-].[Na+].[Na+].[C:25]([O:28][CH2:29][CH3:30])(=O)C. (3) Given the product [NH2:1][C:4]1[CH:12]=[CH:11][C:10]([N:13]([CH3:15])[CH3:14])=[CH:9][C:5]=1[C:6]([OH:8])=[O:7], predict the reactants needed to synthesize it. The reactants are: [N+:1]([C:4]1[CH:12]=[CH:11][C:10]([N:13]([CH3:15])[CH3:14])=[CH:9][C:5]=1[C:6]([OH:8])=[O:7])([O-])=O.C1CCCCC=1.